From a dataset of Catalyst prediction with 721,799 reactions and 888 catalyst types from USPTO. Predict which catalyst facilitates the given reaction. Reactant: Cl[C:2]1[C:11]2[C:6](=[CH:7][CH:8]=[CH:9][CH:10]=2)[N:5]=[C:4]([CH2:12][N:13]([CH2:21][C:22]2[CH:27]=[CH:26][CH:25]=[CH:24][CH:23]=2)[CH2:14][C:15]2[CH:20]=[CH:19][CH:18]=[CH:17][CH:16]=2)[N:3]=1.[CH3:28][N:29]([CH3:34])[CH2:30][CH2:31][CH2:32][NH2:33]. Product: [CH3:28][N:29]([CH3:34])[CH2:30][CH2:31][CH2:32][NH:33][C:2]1[C:11]2[C:6](=[CH:7][CH:8]=[CH:9][CH:10]=2)[N:5]=[C:4]([CH2:12][N:13]([CH2:14][C:15]2[CH:16]=[CH:17][CH:18]=[CH:19][CH:20]=2)[CH2:21][C:22]2[CH:27]=[CH:26][CH:25]=[CH:24][CH:23]=2)[N:3]=1. The catalyst class is: 8.